From a dataset of Forward reaction prediction with 1.9M reactions from USPTO patents (1976-2016). Predict the product of the given reaction. (1) Given the reactants [Br:1][C:2]1[CH:3]=[CH:4][C:5]2[S:9][C:8]([NH2:10])=[N:7][C:6]=2[CH:11]=1.[CH2:12]([N:14]=[C:15]=[O:16])[CH3:13], predict the reaction product. The product is: [Br:1][C:2]1[CH:3]=[CH:4][C:5]2[S:9][C:8]([NH:10][C:15]([NH:14][CH2:12][CH3:13])=[O:16])=[N:7][C:6]=2[CH:11]=1. (2) Given the reactants [C:1]([O-:4])([O-])=O.[K+].[K+].CI.[Br:9][C:10]1[CH:11]=[C:12](O)[CH:13]=[N:14][C:15]=1[Cl:16], predict the reaction product. The product is: [Br:9][C:10]1[C:15]([Cl:16])=[N:14][CH:13]=[C:12]([O:4][CH3:1])[CH:11]=1. (3) Given the reactants C(O[C:6](=O)[N:7]([CH2:9][CH2:10][NH:11][C:12](=[O:43])[C:13]1[CH:18]=[CH:17][C:16]([C:19]2[O:27][C:26]3[C:21](=[N:22][CH:23]=[CH:24][C:25]=3[C:28]3[CH:33]=[CH:32][C:31]([O:34][CH:35]4[CH2:40][CH2:39][O:38][CH2:37][CH2:36]4)=[C:30]([C:41]#[N:42])[CH:29]=3)[CH:20]=2)=[CH:15][CH:14]=1)C)(C)(C)C.FC(F)(F)C(O)=O, predict the reaction product. The product is: [C:41]([C:30]1[CH:29]=[C:28]([C:25]2[CH:24]=[CH:23][N:22]=[C:21]3[CH:20]=[C:19]([C:16]4[CH:15]=[CH:14][C:13]([C:12]([NH:11][CH2:10][CH2:9][NH:7][CH3:6])=[O:43])=[CH:18][CH:17]=4)[O:27][C:26]=23)[CH:33]=[CH:32][C:31]=1[O:34][CH:35]1[CH2:36][CH2:37][O:38][CH2:39][CH2:40]1)#[N:42]. (4) Given the reactants Cl.[O:2]1CCO[CH:3]1[C:7]1[CH:8]=[CH:9][C:10]([C:13]2[S:21][C:20]3[C:15](=[N:16][CH:17]=[CH:18][C:19]=3[O:22][C:23]3[CH:28]=[CH:27][C:26]([NH:29][C:30]([NH:32][CH:33]4[CH2:36][O:35][CH2:34]4)=[O:31])=[CH:25][C:24]=3[F:37])[CH:14]=2)=[N:11][CH:12]=1, predict the reaction product. The product is: [F:37][C:24]1[CH:25]=[C:26]([NH:29][C:30]([NH:32][CH:33]2[CH2:34][O:35][CH2:36]2)=[O:31])[CH:27]=[CH:28][C:23]=1[O:22][C:19]1[CH:18]=[CH:17][N:16]=[C:15]2[CH:14]=[C:13]([C:10]3[CH:9]=[CH:8][C:7]([CH:3]=[O:2])=[CH:12][N:11]=3)[S:21][C:20]=12. (5) Given the reactants [Br:1][C:2]1[CH:7]=[C:6]([F:8])[C:5]([O:9]C)=[CH:4][C:3]=1[CH2:11][C:12]([F:15])([F:14])[F:13].B(Br)(Br)Br, predict the reaction product. The product is: [Br:1][C:2]1[C:3]([CH2:11][C:12]([F:14])([F:15])[F:13])=[CH:4][C:5]([OH:9])=[C:6]([F:8])[CH:7]=1.